From a dataset of Full USPTO retrosynthesis dataset with 1.9M reactions from patents (1976-2016). Predict the reactants needed to synthesize the given product. (1) The reactants are: [Br:1][C:2]1[CH:3]=[C:4]([CH2:8][CH2:9]O)[CH:5]=[CH:6][CH:7]=1.C(N(CC)CC)C.S(Cl)(C1C=CC(C)=CC=1)(=O)=O.[N-:29]=[N+:30]=[N-:31].[Na+]. Given the product [Br:1][C:2]1[CH:3]=[C:4]([CH2:8][CH2:9][N:29]=[N+:30]=[N-:31])[CH:5]=[CH:6][CH:7]=1, predict the reactants needed to synthesize it. (2) Given the product [CH3:1][O:2][C:3]1[CH:4]=[CH:5][C:6]([CH2:7][N:8]2[C:12]([CH2:13][NH:14][C:26](=[O:27])[O:25][C:22]([CH3:24])([CH3:23])[CH3:21])=[CH:11][C:10]([C:15]([F:16])([F:17])[F:18])=[N:9]2)=[CH:19][CH:20]=1, predict the reactants needed to synthesize it. The reactants are: [CH3:1][O:2][C:3]1[CH:20]=[CH:19][C:6]([CH2:7][N:8]2[C:12]([CH2:13][NH2:14])=[CH:11][C:10]([C:15]([F:18])([F:17])[F:16])=[N:9]2)=[CH:5][CH:4]=1.[CH3:21][C:22]([O:25][C:26](O[C:26]([O:25][C:22]([CH3:24])([CH3:23])[CH3:21])=[O:27])=[O:27])([CH3:24])[CH3:23].C(OCC)(=O)C.CCCCCC. (3) Given the product [N:1]1([CH2:6][CH2:7][O:8][C:16]2[CH:17]=[CH:18][CH:19]=[C:12]([N+:9]([O-:11])=[O:10])[C:13]=2[C:14]#[N:15])[CH:5]=[CH:4][CH:3]=[N:2]1, predict the reactants needed to synthesize it. The reactants are: [N:1]1([CH2:6][CH2:7][OH:8])[CH:5]=[CH:4][CH:3]=[N:2]1.[N+:9]([C:12]1[CH:19]=[CH:18][CH:17]=[C:16]([N+]([O-])=O)[C:13]=1[C:14]#[N:15])([O-:11])=[O:10]. (4) Given the product [CH2:10]([O:9][C:1](=[O:8])[C:2]([C:3]([O:5][CH2:6][CH3:7])=[O:4])([CH2:12][CH3:13])[CH2:30][CH2:29][CH2:28][CH2:27][CH2:26][CH2:25][CH2:24][C:23]([O:22][CH2:20][CH3:21])=[O:32])[CH3:11], predict the reactants needed to synthesize it. The reactants are: [C:1]([O:9][CH2:10][CH3:11])(=[O:8])[CH2:2][C:3]([O:5][CH2:6][CH3:7])=[O:4].[CH:12]([N-]C(C)C)(C)[CH3:13].[Li+].[CH2:20]([O:22][C:23](=[O:32])[CH2:24][CH2:25][CH2:26][CH2:27][CH2:28][CH2:29][CH2:30]Br)[CH3:21].Cl. (5) The reactants are: [CH3:1][C:2]1[CH:3]=[C:4]([CH:8]=[CH:9][C:10]=1[C:11]([N:13]1[CH2:17][CH:16]=[CH:15][CH2:14]1)=[O:12])[C:5]([OH:7])=O.CN(C(ON1N=NC2C=CC=CC1=2)=[N+](C)C)C.[B-](F)(F)(F)F.C(N(C(C)C)CC)(C)C.[CH2:49]([O:52][CH2:53][C@H:54]([NH2:65])[C:55]1[NH:59][C:58]2[CH:60]=[CH:61][C:62]([Cl:64])=[CH:63][C:57]=2[N:56]=1)[CH:50]=[CH2:51].ClCl. Given the product [CH2:49]([O:52][CH2:53][C@H:54]([NH:65][C:5](=[O:7])[C:4]1[CH:8]=[CH:9][C:10]([C:11]([N:13]2[CH2:17][CH:16]=[CH:15][CH2:14]2)=[O:12])=[C:2]([CH3:1])[CH:3]=1)[C:55]1[NH:59][C:58]2[CH:60]=[CH:61][C:62]([Cl:64])=[CH:63][C:57]=2[N:56]=1)[CH:50]=[CH2:51], predict the reactants needed to synthesize it. (6) Given the product [CH2:1]([N:8]([CH2:18][C:19]([O:21][CH3:22])=[O:20])[CH:9]([CH3:16])[CH2:10][C:11]([O:13][CH2:14][CH3:15])=[O:12])[C:2]1[CH:7]=[CH:6][CH:5]=[CH:4][CH:3]=1, predict the reactants needed to synthesize it. The reactants are: [CH2:1]([NH:8][CH:9]([CH3:16])[CH2:10][C:11]([O:13][CH2:14][CH3:15])=[O:12])[C:2]1[CH:7]=[CH:6][CH:5]=[CH:4][CH:3]=1.Br[CH2:18][C:19]([O:21][CH3:22])=[O:20].C(=O)([O-])[O-].[K+].[K+]. (7) Given the product [Cl:12][C:13]1[CH:14]=[C:15]([O:11][CH:8]2[CH2:7][NH:6][CH2:5][C:4]3[CH:3]=[C:2]([CH3:1])[S:10][C:9]2=3)[CH:16]=[CH:17][C:18]=1[Cl:19], predict the reactants needed to synthesize it. The reactants are: [CH3:1][C:2]1[S:10][C:9]2[CH:8]([OH:11])[CH2:7][NH:6][CH2:5][C:4]=2[CH:3]=1.[Cl:12][C:13]1[CH:14]=[C:15](F)[CH:16]=[CH:17][C:18]=1[Cl:19].